From a dataset of NCI-60 drug combinations with 297,098 pairs across 59 cell lines. Regression. Given two drug SMILES strings and cell line genomic features, predict the synergy score measuring deviation from expected non-interaction effect. Synergy scores: CSS=58.4, Synergy_ZIP=-1.83, Synergy_Bliss=1.11, Synergy_Loewe=-49.5, Synergy_HSA=-1.99. Drug 1: C1CN(CCN1C(=O)CCBr)C(=O)CCBr. Cell line: TK-10. Drug 2: B(C(CC(C)C)NC(=O)C(CC1=CC=CC=C1)NC(=O)C2=NC=CN=C2)(O)O.